This data is from Reaction yield outcomes from USPTO patents with 853,638 reactions. The task is: Predict the reaction yield, written as a fraction of the theoretical maximum amount of product (1.0 means a 100% yield; for example, 0.34 means a 34% yield). (1) The reactants are [N:1]1([C:6]2[CH:11]=[CH:10][C:9]([C:12](=[O:28])[CH2:13][C:14]([C:20]3[CH:25]=[C:24]([Cl:26])[CH:23]=[C:22]([Cl:27])[CH:21]=3)(O)[C:15]([F:18])([F:17])[F:16])=[CH:8][CH:7]=2)[CH:5]=[N:4][CH:3]=[N:2]1.S(Cl)(Cl)=O.N1C=CC=CC=1. The catalyst is C1(C)C=CC=CC=1. The product is [N:1]1([C:6]2[CH:7]=[CH:8][C:9]([C:12](=[O:28])[CH:13]=[C:14]([C:20]3[CH:25]=[C:24]([Cl:26])[CH:23]=[C:22]([Cl:27])[CH:21]=3)[C:15]([F:18])([F:16])[F:17])=[CH:10][CH:11]=2)[CH:5]=[N:4][CH:3]=[N:2]1. The yield is 0.824. (2) The reactants are [N+:1]([C:4]1[CH:13]=[CH:12][C:7]([C:8]([O:10][CH3:11])=[O:9])=[CH:6][C:5]=1[C:14]([O:16][CH3:17])=[O:15])([O-])=O. The catalyst is C(OCC)(=O)C.[Pd]. The product is [NH2:1][C:4]1[CH:13]=[CH:12][C:7]([C:8]([O:10][CH3:11])=[O:9])=[CH:6][C:5]=1[C:14]([O:16][CH3:17])=[O:15]. The yield is 0.970.